Dataset: Rat liver microsome stability data. Task: Regression/Classification. Given a drug SMILES string, predict its absorption, distribution, metabolism, or excretion properties. Task type varies by dataset: regression for continuous measurements (e.g., permeability, clearance, half-life) or binary classification for categorical outcomes (e.g., BBB penetration, CYP inhibition). Dataset: rlm. (1) The drug is Cc1ccc(S(=O)(=O)Nc2cnccc2C(=O)Nc2nc(-c3cccc(C)c3)cs2)cc1. The result is 1 (stable in rat liver microsomes). (2) The compound is Cc1cccc(N2CCN(c3nc4ccccc4c4nnc(C)n34)CC2)c1C. The result is 1 (stable in rat liver microsomes).